From a dataset of Catalyst prediction with 721,799 reactions and 888 catalyst types from USPTO. Predict which catalyst facilitates the given reaction. (1) Reactant: F[C:2]1[CH:28]=[CH:27][C:5]([C:6]([NH:8][C:9]2[C:10]([CH3:26])([CH3:25])[O:11]/[C:12](=[C:14]3/[C:15](=[O:24])[NH:16][C:17]4[C:22]/3=[CH:21][CH:20]=[C:19]([F:23])[CH:18]=4)/[CH:13]=2)=[O:7])=[CH:4][N:3]=1.[OH:29][CH2:30][CH2:31][N:32]1[CH2:37][CH2:36][NH:35][CH2:34][CH2:33]1. Product: [F:23][C:19]1[CH:18]=[C:17]2[C:22](/[C:14](=[C:12]3/[CH:13]=[C:9]([NH:8][C:6](=[O:7])[C:5]4[CH:27]=[CH:28][C:2]([N:35]5[CH2:36][CH2:37][N:32]([CH2:31][CH2:30][OH:29])[CH2:33][CH2:34]5)=[N:3][CH:4]=4)[C:10]([CH3:26])([CH3:25])[O:11]/3)/[C:15](=[O:24])[NH:16]2)=[CH:21][CH:20]=1. The catalyst class is: 39. (2) Reactant: [CH2:1]([O:8][C:9]1[CH:10]=[C:11]([CH:16]=[C:17](O)[CH:18]=1)[C:12]([O:14][CH3:15])=[O:13])[C:2]1[CH:7]=[CH:6][CH:5]=[CH:4][CH:3]=1.C(N(C(C)C)C(C)C)C.FC(F)(F)S(OS(C(F)(F)F)(=O)=O)(=O)=O.[CH3:44][C:45]1[CH:50]=[CH:49][CH:48]=[C:47]([CH3:51])[C:46]=1B(O)O.P([O-])([O-])([O-])=O.[K+].[K+].[K+]. Product: [CH2:1]([O:8][C:9]1[CH:10]=[C:11]([C:12]([O:14][CH3:15])=[O:13])[CH:16]=[C:17]([C:46]2[C:47]([CH3:51])=[CH:48][CH:49]=[CH:50][C:45]=2[CH3:44])[CH:18]=1)[C:2]1[CH:7]=[CH:6][CH:5]=[CH:4][CH:3]=1. The catalyst class is: 668.